From a dataset of Catalyst prediction with 721,799 reactions and 888 catalyst types from USPTO. Predict which catalyst facilitates the given reaction. (1) Reactant: [CH:1]1([O:6][C:7](=[O:46])[C@@H:8]([NH:38]C(OC(C)(C)C)=O)[CH2:9][CH2:10][O:11][C:12]2[CH:21]=[C:20]3[C:15]([C:16]([NH:29][C:30]4[CH:34]=[C:33]([CH3:35])[NH:32][N:31]=4)=[N:17][C:18]([S:22][C:23]4[CH:28]=[CH:27][CH:26]=[CH:25][CH:24]=4)=[N:19]3)=[CH:14][C:13]=2[O:36][CH3:37])[CH2:5][CH2:4][CH2:3][CH2:2]1.Cl. The catalyst class is: 12. Product: [CH:1]1([O:6][C:7](=[O:46])[C@@H:8]([NH2:38])[CH2:9][CH2:10][O:11][C:12]2[CH:21]=[C:20]3[C:15]([C:16]([NH:29][C:30]4[CH:34]=[C:33]([CH3:35])[NH:32][N:31]=4)=[N:17][C:18]([S:22][C:23]4[CH:28]=[CH:27][CH:26]=[CH:25][CH:24]=4)=[N:19]3)=[CH:14][C:13]=2[O:36][CH3:37])[CH2:5][CH2:4][CH2:3][CH2:2]1. (2) Reactant: Br[C:2]1[CH:7]=[CH:6][C:5]([C:8]2[N:9]([CH2:14][C@@H:15]3[CH2:19][CH2:18][N:17]([C:20]([CH:22]4[CH2:24][CH2:23]4)=[O:21])[CH2:16]3)[C:10](=[O:13])[NH:11][N:12]=2)=[CH:4][CH:3]=1.[CH3:25][O:26][C:27]1[CH:28]=[C:29](B(O)O)[CH:30]=[CH:31][CH:32]=1.C([O-])([O-])=O.[Cs+].[Cs+]. Product: [CH:22]1([C:20]([N:17]2[CH2:18][CH2:19][C@@H:15]([CH2:14][N:9]3[C:8]([C:5]4[CH:6]=[CH:7][C:2]([C:31]5[CH:30]=[CH:29][CH:28]=[C:27]([O:26][CH3:25])[CH:32]=5)=[CH:3][CH:4]=4)=[N:12][NH:11][C:10]3=[O:13])[CH2:16]2)=[O:21])[CH2:24][CH2:23]1. The catalyst class is: 140. (3) Reactant: [CH3:1][N:2]1[C:7]2[C:8](C)=[CH:9][NH:10][C:6]=2[C:5](=[O:12])[N:4]([CH3:13])[C:3]1=[O:14].Br[CH2:16][C:17]([NH:19][C:20]1[S:21][CH:22]=[C:23]([C:25]2[CH:30]=[CH:29][C:28]([C:31]([F:34])([F:33])[F:32])=[C:27]([F:35])[CH:26]=2)[N:24]=1)=[O:18].[H-].[Na+]. Product: [CH3:1][N:2]1[C:7]2[CH:8]=[CH:9][N:10]([CH2:16][C:17]([NH:19][C:20]3[S:21][CH:22]=[C:23]([C:25]4[CH:30]=[CH:29][C:28]([C:31]([F:32])([F:33])[F:34])=[C:27]([F:35])[CH:26]=4)[N:24]=3)=[O:18])[C:6]=2[C:5](=[O:12])[N:4]([CH3:13])[C:3]1=[O:14]. The catalyst class is: 3. (4) Product: [CH2:5]([O:7][C:8](=[O:24])[CH2:9][C:10]1([CH2:4][N+:1]([O-:3])=[O:2])[CH2:11][CH2:12][C:13]([CH:19]2[CH2:20][CH2:21][CH2:22][CH2:23]2)([N:16]([CH3:18])[CH3:17])[CH2:14][CH2:15]1)[CH3:6]. Reactant: [N+:1]([CH3:4])([O-:3])=[O:2].[CH2:5]([O:7][C:8](=[O:24])[CH:9]=[C:10]1[CH2:15][CH2:14][C:13]([CH:19]2[CH2:23][CH2:22][CH2:21][CH2:20]2)([N:16]([CH3:18])[CH3:17])[CH2:12][CH2:11]1)[CH3:6].O.O.O.[F-].C([N+](CCCC)(CCCC)CCCC)CCC. The catalyst class is: 7. (5) Reactant: CN(C(ON1N=NC2C=CC=CC1=2)=[N+](C)C)C.[B-](F)(F)(F)F.[Cl:23][C:24]1[CH:25]=[N:26][C:27]2[N:28]([N:30]=[C:31]([C:33]([OH:35])=O)[CH:32]=2)[CH:29]=1.Cl.[CH3:37][C:38]1[S:39][C:40]2[CH2:46][CH2:45][NH:44][CH2:43][CH2:42][C:41]=2[N:47]=1. Product: [Cl:23][C:24]1[CH:25]=[N:26][C:27]2[N:28]([N:30]=[C:31]([C:33]([N:44]3[CH2:45][CH2:46][C:40]4[S:39][C:38]([CH3:37])=[N:47][C:41]=4[CH2:42][CH2:43]3)=[O:35])[CH:32]=2)[CH:29]=1. The catalyst class is: 3. (6) Reactant: [Br:1][C:2]1[CH:3]=[CH:4][C:5]([NH2:8])=[N:6][CH:7]=1.Br[CH2:10][C:11](=O)[C:12]([F:15])([F:14])[F:13].C(=O)([O-])[O-].[K+].[K+]. Product: [Br:1][C:2]1[CH:3]=[CH:4][C:5]2[N:6]([CH:10]=[C:11]([C:12]([F:15])([F:14])[F:13])[N:8]=2)[CH:7]=1. The catalyst class is: 8. (7) Reactant: [CH3:1][O:2][C:3](=[O:25])[C@@H:4]([O:22][CH2:23][CH3:24])[C@@H:5]([C:7]1[CH:12]=[CH:11][C:10]([O:13][CH2:14][C:15]2[CH:20]=[CH:19][CH:18]=[CH:17][CH:16]=2)=[CH:9][C:8]=1[F:21])O.C([SiH](CC)CC)C. Product: [CH3:1][O:2][C:3](=[O:25])[C@@H:4]([O:22][CH2:23][CH3:24])[CH2:5][C:7]1[CH:12]=[CH:11][C:10]([O:13][CH2:14][C:15]2[CH:20]=[CH:19][CH:18]=[CH:17][CH:16]=2)=[CH:9][C:8]=1[F:21]. The catalyst class is: 55. (8) The catalyst class is: 455. Reactant: [C:1]1([S:7]([N:10]2[C:18]3[CH:17]=[C:16]([Sn](C)(C)C)[CH:15]=[C:14]([NH2:23])[C:13]=3[CH:12]=[N:11]2)(=[O:9])=[O:8])[CH:6]=[CH:5][CH:4]=[CH:3][CH:2]=1.Br[C:25]1[CH:26]=[C:27]([NH:33][S:34]([CH3:37])(=[O:36])=[O:35])[C:28]([O:31][CH3:32])=[N:29][CH:30]=1. Product: [NH2:23][C:14]1[CH:15]=[C:16]([C:25]2[CH:26]=[C:27]([NH:33][S:34]([CH3:37])(=[O:35])=[O:36])[C:28]([O:31][CH3:32])=[N:29][CH:30]=2)[CH:17]=[C:18]2[C:13]=1[CH:12]=[N:11][N:10]2[S:7]([C:1]1[CH:6]=[CH:5][CH:4]=[CH:3][CH:2]=1)(=[O:9])=[O:8]. (9) Reactant: [CH3:1][C:2]([CH3:39])([CH3:38])[C:3]([O:5][C:6]1[CH:11]=[CH:10][C:9]([C:12]([C:25]2[CH:30]=[CH:29][C:28]([O:31][C:32](=[O:37])[C:33]([CH3:36])([CH3:35])[CH3:34])=[CH:27][CH:26]=2)=[C:13]([C:18]2[CH:23]=[CH:22][CH:21]=[C:20]([OH:24])[CH:19]=2)[CH2:14][CH2:15][CH2:16][CH3:17])=[CH:8][CH:7]=1)=[O:4].C([O-])([O-])=O.[K+].[K+].O.Cl.Cl[CH2:49][CH2:50][N:51]([CH3:53])[CH3:52]. Product: [CH3:34][C:33]([CH3:36])([CH3:35])[C:32]([O:31][C:28]1[CH:27]=[CH:26][C:25]([C:12]([C:9]2[CH:8]=[CH:7][C:6]([O:5][C:3](=[O:4])[C:2]([CH3:38])([CH3:1])[CH3:39])=[CH:11][CH:10]=2)=[C:13]([C:18]2[CH:23]=[CH:22][CH:21]=[C:20]([O:24][CH2:49][CH2:50][N:51]([CH3:53])[CH3:52])[CH:19]=2)[CH2:14][CH2:15][CH2:16][CH3:17])=[CH:30][CH:29]=1)=[O:37]. The catalyst class is: 21.